From a dataset of Reaction yield outcomes from USPTO patents with 853,638 reactions. Predict the reaction yield, written as a fraction of the theoretical maximum amount of product (1.0 means a 100% yield; for example, 0.34 means a 34% yield). (1) The reactants are [Br:1][C:2]1[CH:7]=[CH:6][C:5]([CH2:8][OH:9])=[CH:4][CH:3]=1.[H-].[Na+].F[C:13]1[CH:18]=[CH:17][CH:16]=[C:15]([CH3:19])[N:14]=1. The catalyst is CN(C)C=O. The product is [Br:1][C:2]1[CH:7]=[CH:6][C:5]([CH2:8][O:9][C:13]2[CH:18]=[CH:17][CH:16]=[C:15]([CH3:19])[N:14]=2)=[CH:4][CH:3]=1. The yield is 0.810. (2) The yield is 0.830. The reactants are [CH3:1][CH:2]([CH3:31])[CH2:3][CH2:4][NH:5][C:6]([C:8]1[N:9]=[N:10][C:11]([N:14]2[CH2:19][CH2:18][N:17]([C:20](=[O:30])[C:21]3[CH:26]=[CH:25][CH:24]=[CH:23][C:22]=3[N+:27]([O-])=O)[CH2:16][CH2:15]2)=[CH:12][CH:13]=1)=[O:7]. The product is [CH3:1][CH:2]([CH3:31])[CH2:3][CH2:4][NH:5][C:6]([C:8]1[N:9]=[N:10][C:11]([N:14]2[CH2:15][CH2:16][N:17]([C:20](=[O:30])[C:21]3[CH:26]=[CH:25][CH:24]=[CH:23][C:22]=3[NH2:27])[CH2:18][CH2:19]2)=[CH:12][CH:13]=1)=[O:7]. The catalyst is [Pd]. (3) The product is [Br:6][C:15]1[CH:16]=[N:17][C:10]([O:9][CH3:8])=[C:11]([CH:14]=1)[C:12]#[N:13]. The reactants are C([O-])(=O)C.[Na+].[Br:6]Br.[CH3:8][O:9][C:10]1[N:17]=[CH:16][CH:15]=[CH:14][C:11]=1[C:12]#[N:13]. The catalyst is C(O)(=O)C. The yield is 0.730. (4) The reactants are [C:1]([C:5]1[S:9][C:8]([C:10]([NH:12][C@@H:13]([CH2:21][C:22]2[CH:27]=[CH:26][C:25](B3OC(C)(C)C(C)(C)O3)=[CH:24][CH:23]=2)[C:14]([O:16][C:17]([CH3:20])([CH3:19])[CH3:18])=[O:15])=[O:11])=[CH:7][CH:6]=1)([CH3:4])([CH3:3])[CH3:2].[Br:37][C:38]1[CH:39]=[N:40][C:41](I)=[N:42][CH:43]=1.C(#N)C.C1COCC1. The catalyst is O.CC(=O)OCC.C1C=CC(P(C2C=CC=CC=2)[C-]2C=CC=C2)=CC=1.C1C=CC(P(C2C=CC=CC=2)[C-]2C=CC=C2)=CC=1.Cl[Pd]Cl.[Fe+2]. The product is [Br:37][C:38]1[CH:39]=[N:40][C:41]([C:25]2[CH:24]=[CH:23][C:22]([CH2:21][C@H:13]([NH:12][C:10]([C:8]3[S:9][C:5]([C:1]([CH3:2])([CH3:3])[CH3:4])=[CH:6][CH:7]=3)=[O:11])[C:14]([O:16][C:17]([CH3:20])([CH3:19])[CH3:18])=[O:15])=[CH:27][CH:26]=2)=[N:42][CH:43]=1. The yield is 0.630. (5) The product is [NH2:18][C:16]1[S:17][C:12]2[C:11]([NH:29][C@H:30]([CH2:33][CH2:34][CH3:35])[CH2:31][OH:32])=[N:10][C:9]([S:8][CH2:1][C:2]3[CH:7]=[CH:6][CH:5]=[CH:4][CH:3]=3)=[N:14][C:13]=2[N:15]=1. The catalyst is CN1C(=O)CCC1. The yield is 0.970. The reactants are [CH2:1]([S:8][C:9]1[N:10]=[C:11](Cl)[C:12]2[S:17][C:16]([NH2:18])=[N:15][C:13]=2[N:14]=1)[C:2]1[CH:7]=[CH:6][CH:5]=[CH:4][CH:3]=1.CCN(C(C)C)C(C)C.[NH2:29][C@H:30]([CH2:33][CH2:34][CH3:35])[CH2:31][OH:32].O. (6) The reactants are [OH-].[K+].[Cl:3][C:4]1[CH:26]=[CH:25][CH:24]=[CH:23][C:5]=1[C:6]([NH:8][CH:9]1[C:18]2[C:13](=[CH:14][CH:15]=[C:16]([C:19]([O:21]C)=[O:20])[CH:17]=2)[O:12][CH2:11][CH2:10]1)=[O:7]. The catalyst is C(O)C.O. The product is [Cl:3][C:4]1[CH:26]=[CH:25][CH:24]=[CH:23][C:5]=1[C:6]([NH:8][CH:9]1[C:18]2[C:13](=[CH:14][CH:15]=[C:16]([C:19]([OH:21])=[O:20])[CH:17]=2)[O:12][CH2:11][CH2:10]1)=[O:7]. The yield is 0.850. (7) The yield is 0.230. The product is [CH3:3][CH:4]([CH3:16])[CH:5]([OH:15])[CH2:6][CH2:7][NH:8][C:9]1[CH:14]=[CH:13][CH:12]=[CH:11][CH:10]=1. The reactants are [BH4-].[Na+].[CH3:3][CH:4]([CH3:16])[C:5](=[O:15])[CH2:6][CH2:7][NH:8][C:9]1[CH:14]=[CH:13][CH:12]=[CH:11][CH:10]=1. The catalyst is CO. (8) The catalyst is C(Cl)Cl.[OH-].[OH-].[Pd+2].CO. The yield is 0.970. The reactants are O.Cl.C([N:10]1[CH2:15][CH2:14][CH2:13][C:12](=[O:16])[CH2:11]1)C1C=CC=CC=1.[H][H].[C:27](O[C:27]([O:29][C:30]([CH3:33])([CH3:32])[CH3:31])=[O:28])([O:29][C:30]([CH3:33])([CH3:32])[CH3:31])=[O:28].C(N(C(C)C)CC)(C)C. The product is [C:30]([O:29][C:27]([N:10]1[CH2:15][CH2:14][CH2:13][C:12](=[O:16])[CH2:11]1)=[O:28])([CH3:31])([CH3:32])[CH3:33]. (9) The reactants are [C:1]([O:4][CH:5]1[CH2:10][CH2:9][N:8](CC2C=CC=CC=2)[CH2:7][CH2:6]1)(=[O:3])[CH3:2].[H][H]. The catalyst is C(O)C.O.[Pd]. The product is [C:1]([O:4][CH:5]1[CH2:10][CH2:9][NH:8][CH2:7][CH2:6]1)(=[O:3])[CH3:2]. The yield is 0.920. (10) The reactants are Br[C:2]1[S:3][C:4]2[CH:10]=[C:9]([CH2:11][N:12]3[C:16]4[CH:17]=[C:18]([O:23][CH3:24])[C:19]([O:21][CH3:22])=[CH:20][C:15]=4[N:14]=[CH:13]3)[CH:8]=[CH:7][C:5]=2[N:6]=1.[CH3:25][O:26][C:27]1[CH:33]=[CH:32][CH:31]=[CH:30][C:28]=1[NH2:29].C([O-])([O-])=O.[Cs+].[Cs+].C1(P(C2C=CC=CC=2)C2C3OC4C(=CC=CC=4P(C4C=CC=CC=4)C4C=CC=CC=4)C(C)(C)C=3C=CC=2)C=CC=CC=1. The catalyst is O1CCOCC1.C1C=CC(/C=C/C(/C=C/C2C=CC=CC=2)=O)=CC=1.C1C=CC(/C=C/C(/C=C/C2C=CC=CC=2)=O)=CC=1.C1C=CC(/C=C/C(/C=C/C2C=CC=CC=2)=O)=CC=1.[Pd].[Pd]. The product is [CH3:22][O:21][C:19]1[C:18]([O:23][CH3:24])=[CH:17][C:16]2[N:12]([CH2:11][C:9]3[CH:8]=[CH:7][C:5]4[N:6]=[C:2]([NH:29][C:28]5[CH:30]=[CH:31][CH:32]=[CH:33][C:27]=5[O:26][CH3:25])[S:3][C:4]=4[CH:10]=3)[CH:13]=[N:14][C:15]=2[CH:20]=1. The yield is 0.330.